This data is from CYP1A2 inhibition data for predicting drug metabolism from PubChem BioAssay. The task is: Regression/Classification. Given a drug SMILES string, predict its absorption, distribution, metabolism, or excretion properties. Task type varies by dataset: regression for continuous measurements (e.g., permeability, clearance, half-life) or binary classification for categorical outcomes (e.g., BBB penetration, CYP inhibition). Dataset: cyp1a2_veith. (1) The drug is CCC(=O)[C@@]1(C)[C@H](C)C[C@@H]2[C@@H]3CCC4=CC(=O)C=C[C@@]4(C)[C@H]3[C@H](O)C[C@]21C. The result is 0 (non-inhibitor). (2) The compound is CC(C)n1nnnc1SCC(=O)NCCc1ccccc1. The result is 1 (inhibitor). (3) The compound is COC(=O)COc1ccc(/C=C2/SC(=O)N(CC(=O)N3CCCC3)C2=O)cc1Br. The result is 0 (non-inhibitor). (4) The molecule is COCCn1c(=O)c(CCc2ccccc2)nc2cnc(OC)nc21. The result is 1 (inhibitor). (5) The compound is COC(=O)c1ccc(Oc2nc(N(C)C)nc(N3CCOCC3)n2)cc1. The result is 1 (inhibitor). (6) The compound is CCCC/C=C/C(NC(=O)OCc1ccccc1Cl)c1ccccc1. The result is 1 (inhibitor).